Dataset: Reaction yield outcomes from USPTO patents with 853,638 reactions. Task: Predict the reaction yield, written as a fraction of the theoretical maximum amount of product (1.0 means a 100% yield; for example, 0.34 means a 34% yield). The reactants are [F:1][C:2]1[C:7]([CH2:8][OH:9])=[CH:6][C:5]([I:10])=[C:4]([F:11])[N:3]=1.CC(C)=[O:14]. The catalyst is OS(O)(=O)=O.O. The product is [F:1][C:2]1[N:3]=[C:4]([F:11])[C:5]([I:10])=[CH:6][C:7]=1[C:8]([OH:14])=[O:9]. The yield is 0.940.